This data is from Full USPTO retrosynthesis dataset with 1.9M reactions from patents (1976-2016). The task is: Predict the reactants needed to synthesize the given product. (1) Given the product [CH2:1]([N:8]1[CH2:13][CH2:12][C:11](=[N:14][NH:15][C:16]2[S:18][CH:20]=[C:21]([C:23]3[CH:24]=[N:25][CH:26]=[CH:27][CH:28]=3)[N:17]=2)[CH2:10][CH2:9]1)[C:2]1[CH:3]=[CH:4][CH:5]=[CH:6][CH:7]=1, predict the reactants needed to synthesize it. The reactants are: [CH2:1]([N:8]1[CH2:13][CH2:12][C:11](=[N:14][NH:15][C:16](=[S:18])[NH2:17])[CH2:10][CH2:9]1)[C:2]1[CH:7]=[CH:6][CH:5]=[CH:4][CH:3]=1.Br[CH2:20][C:21]([C:23]1[CH:24]=[N:25][CH:26]=[CH:27][CH:28]=1)=O. (2) Given the product [Cl:21][C:5]1[C:6]([NH:8][C:9]2[CH:14]=[CH:13][CH:12]=[CH:11][C:10]=2[S:15]([CH:18]([CH3:20])[CH3:19])(=[O:17])=[O:16])=[N:7][C:2]([NH:30][C:29]2[CH:31]=[CH:32][C:26]([P:23]([CH3:22])([CH3:25])=[O:24])=[CH:27][C:28]=2[F:33])=[N:3][CH:4]=1, predict the reactants needed to synthesize it. The reactants are: Cl[C:2]1[N:7]=[C:6]([NH:8][C:9]2[CH:14]=[CH:13][CH:12]=[CH:11][C:10]=2[S:15]([CH:18]([CH3:20])[CH3:19])(=[O:17])=[O:16])[C:5]([Cl:21])=[CH:4][N:3]=1.[CH3:22][P:23]([C:26]1[CH:32]=[CH:31][C:29]([NH2:30])=[C:28]([F:33])[CH:27]=1)([CH3:25])=[O:24].Cl.[OH-].[Na+]. (3) Given the product [CH3:20][CH:11]([O:10][C:6]([CH3:7])=[O:9])[CH2:18][O:4][CH3:3], predict the reactants needed to synthesize it. The reactants are: CC[C:3](C)=[O:4].[C:6]([O:10][C:11]12[CH2:20]C3CC(CC(O)(C3)C1)[CH2:18]2)(=[O:9])[CH:7]=C.CC(N=NC(C#N)(C)C)(C#N)C. (4) The reactants are: [CH:1]([N:4]1[CH2:9][CH2:8][N:7]([C:10]([C:12]2[CH:13]=[C:14]3[C:18](=[CH:19][CH:20]=2)[NH:17][C:16]([C:21]([N:23]2[CH2:28][CH2:27][CH:26]([O:29][CH3:30])[CH2:25][CH2:24]2)=[O:22])=[CH:15]3)=[O:11])[CH2:6][CH2:5]1)([CH3:3])[CH3:2].[H-].[Na+].CS(O[CH2:38][C:39]([F:42])([F:41])[F:40])(=O)=O. Given the product [CH:1]([N:4]1[CH2:9][CH2:8][N:7]([C:10]([C:12]2[CH:13]=[C:14]3[C:18](=[CH:19][CH:20]=2)[N:17]([CH2:38][C:39]([F:42])([F:41])[F:40])[C:16]([C:21]([N:23]2[CH2:28][CH2:27][CH:26]([O:29][CH3:30])[CH2:25][CH2:24]2)=[O:22])=[CH:15]3)=[O:11])[CH2:6][CH2:5]1)([CH3:3])[CH3:2], predict the reactants needed to synthesize it. (5) Given the product [C:1]1([CH3:8])[C:6]([O:7][C:17]2[CH:22]=[CH:21][CH:20]=[CH:19][C:18]=2[CH3:23])=[CH:5][CH:4]=[CH:3][CH:2]=1, predict the reactants needed to synthesize it. The reactants are: [C:1]1([CH3:8])[C:6]([OH:7])=[CH:5][CH:4]=[CH:3][CH:2]=1.IC1C=CC=CC=1.I[C:17]1[CH:22]=[CH:21][CH:20]=[CH:19][C:18]=1[CH3:23].C(#N)C.